Dataset: Catalyst prediction with 721,799 reactions and 888 catalyst types from USPTO. Task: Predict which catalyst facilitates the given reaction. (1) Reactant: Br[C:2]1[CH:7]=[C:6]([Cl:8])[CH:5]=[CH:4][C:3]=1[O:9][CH3:10].[Mg].[Cl:12][C:13]1[C:17](=[O:18])[N:16]([C:19]2[CH:24]=[CH:23][CH:22]=[CH:21][CH:20]=2)[N:15]([CH3:25])[C:14]=1[CH:26]([N:28]1[CH2:33][CH2:32][C:31](=[O:34])[CH2:30][CH2:29]1)[CH3:27]. Product: [Cl:12][C:13]1[C:17](=[O:18])[N:16]([C:19]2[CH:24]=[CH:23][CH:22]=[CH:21][CH:20]=2)[N:15]([CH3:25])[C:14]=1[CH:26]([N:28]1[CH2:33][CH2:32][C:31]([C:2]2[CH:7]=[C:6]([Cl:8])[CH:5]=[CH:4][C:3]=2[O:9][CH3:10])([OH:34])[CH2:30][CH2:29]1)[CH3:27]. The catalyst class is: 1. (2) Product: [CH2:1]([N:8]1[CH2:17][CH2:16][C:15]2[C:14]([NH:28][C:27]3[CH:29]=[CH:30][C:24]([C:20]([CH3:23])([CH3:22])[CH3:21])=[CH:25][CH:26]=3)=[N:13][C:12]([CH3:19])=[N:11][C:10]=2[CH2:9]1)[C:2]1[CH:7]=[CH:6][CH:5]=[CH:4][CH:3]=1. The catalyst class is: 7. Reactant: [CH2:1]([N:8]1[CH2:17][CH2:16][C:15]2[C:14](Cl)=[N:13][C:12]([CH3:19])=[N:11][C:10]=2[CH2:9]1)[C:2]1[CH:7]=[CH:6][CH:5]=[CH:4][CH:3]=1.[C:20]([C:24]1[CH:30]=[CH:29][C:27]([NH2:28])=[CH:26][CH:25]=1)([CH3:23])([CH3:22])[CH3:21].N1C=CC=CC=1.C([O-])(O)=O.[Na+]. (3) Reactant: C([O:3][C:4]([C:6]1([NH:15][C:16]([C:18]2[C:19]3[CH:26]=[CH:25][CH:24]=[CH:23][C:20]=3[S:21][CH:22]=2)=[O:17])[CH2:14][C:13]2[C:8](=[CH:9][CH:10]=[CH:11][CH:12]=2)[CH2:7]1)=[O:5])C.O1CCOCC1.CO.[Li+].[OH-]. Product: [S:21]1[CH:22]=[C:18]([C:16]([NH:15][C:6]2([C:4]([OH:5])=[O:3])[CH2:14][C:13]3[C:8](=[CH:9][CH:10]=[CH:11][CH:12]=3)[CH2:7]2)=[O:17])[C:19]2[CH:26]=[CH:25][CH:24]=[CH:23][C:20]1=2. The catalyst class is: 6.